From a dataset of Peptide-MHC class I binding affinity with 185,985 pairs from IEDB/IMGT. Regression. Given a peptide amino acid sequence and an MHC pseudo amino acid sequence, predict their binding affinity value. This is MHC class I binding data. (1) The peptide sequence is WFITQRNFF. The MHC is HLA-A30:02 with pseudo-sequence HLA-A30:02. The binding affinity (normalized) is 0.546. (2) The peptide sequence is RKIYDLIEL. The MHC is HLA-A03:01 with pseudo-sequence HLA-A03:01. The binding affinity (normalized) is 0. (3) The MHC is Mamu-B1001 with pseudo-sequence Mamu-B1001. The binding affinity (normalized) is 0. The peptide sequence is ARKLLLDNL.